From a dataset of Full USPTO retrosynthesis dataset with 1.9M reactions from patents (1976-2016). Predict the reactants needed to synthesize the given product. (1) Given the product [F:26][C:23]([F:24])([F:25])[C:22](/[N:21]=[C:18]1\[S:19][C:2]([CH:3]([CH3:5])[CH3:4])=[CH:1][N:17]\1[CH2:16][C:13]1[C:14]2[C:30](=[CH:31][CH:32]=[CH:33][CH:34]=2)[CH:39]=[CH:38][CH:15]=1)=[O:27], predict the reactants needed to synthesize it. The reactants are: [CH:1](=O)[CH2:2][CH:3]([CH3:5])[CH3:4].BrBr.NC(N)=S.[CH:13]([C:16]1[N:17]=[C:18]([NH:21][C:22](=[O:27])[C:23]([F:26])([F:25])[F:24])[S:19]C=1)([CH3:15])[CH3:14].ClC[C:30]1[C:39]2[C:34](=CC=C[CH:38]=2)[CH:33]=[CH:32][CH:31]=1. (2) Given the product [CH2:24]([O:26][C:27](=[O:32])[NH:28][CH2:29][CH2:30][O:1][C:2]1[CH:3]=[CH:4][C:5]2[C:17](=[O:18])[C:16]3[C:15]4[C:10](=[CH:11][C:12]([C:19]#[N:20])=[CH:13][CH:14]=4)[NH:9][C:8]=3[C:7]([CH3:21])([CH3:22])[C:6]=2[CH:23]=1)[CH3:25], predict the reactants needed to synthesize it. The reactants are: [OH:1][C:2]1[CH:3]=[CH:4][C:5]2[C:17](=[O:18])[C:16]3[C:15]4[C:10](=[CH:11][C:12]([C:19]#[N:20])=[CH:13][CH:14]=4)[NH:9][C:8]=3[C:7]([CH3:22])([CH3:21])[C:6]=2[CH:23]=1.[CH2:24]([O:26][C:27](=[O:32])[NH:28][CH2:29][CH2:30]Cl)[CH3:25].